This data is from Full USPTO retrosynthesis dataset with 1.9M reactions from patents (1976-2016). The task is: Predict the reactants needed to synthesize the given product. Given the product [Cl:1][C:2]1[CH:7]=[CH:6][C:5]([CH:8]([C:23]2[CH:24]=[CH:25][C:26]([Cl:29])=[CH:27][CH:28]=2)[N:9]2[CH2:10][CH:11]([N:13]([CH3:33])[S:14]([C:17]3[CH:22]=[CH:21][CH:20]=[CH:19][CH:18]=3)(=[O:16])=[O:15])[CH2:12]2)=[CH:4][CH:3]=1, predict the reactants needed to synthesize it. The reactants are: [Cl:1][C:2]1[CH:7]=[CH:6][C:5]([CH:8]([C:23]2[CH:28]=[CH:27][C:26]([Cl:29])=[CH:25][CH:24]=2)[N:9]2[CH2:12][CH:11]([NH:13][S:14]([C:17]3[CH:22]=[CH:21][CH:20]=[CH:19][CH:18]=3)(=[O:16])=[O:15])[CH2:10]2)=[CH:4][CH:3]=1.[H-].[Na+].I[CH3:33].